From a dataset of Catalyst prediction with 721,799 reactions and 888 catalyst types from USPTO. Predict which catalyst facilitates the given reaction. Reactant: [CH2:1]([NH:3][C:4]([NH:6][C:7]1[N:12]=[CH:11][C:10]([C:13]2[C:14]([O:23][CH2:24][CH:25]3[CH2:30][CH2:29][O:28][CH2:27][CH2:26]3)=[N:15][CH:16]=[C:17]([C:19]([NH:21][NH2:22])=[O:20])[CH:18]=2)=[C:9]([C:31]2[S:32][CH:33]=[C:34]([C:36]([F:39])([F:38])[F:37])[N:35]=2)[CH:8]=1)=[O:5])[CH3:2].[C:40](Cl)(Cl)=[O:41]. Product: [CH2:1]([NH:3][C:4]([NH:6][C:7]1[N:12]=[CH:11][C:10]([C:13]2[C:14]([O:23][CH2:24][CH:25]3[CH2:26][CH2:27][O:28][CH2:29][CH2:30]3)=[N:15][CH:16]=[C:17]([C:19]3[O:20][C:40](=[O:41])[NH:22][N:21]=3)[CH:18]=2)=[C:9]([C:31]2[S:32][CH:33]=[C:34]([C:36]([F:38])([F:39])[F:37])[N:35]=2)[CH:8]=1)=[O:5])[CH3:2]. The catalyst class is: 7.